Dataset: Forward reaction prediction with 1.9M reactions from USPTO patents (1976-2016). Task: Predict the product of the given reaction. (1) Given the reactants [CH3:1][C:2]([CH:5]=[O:6])([CH3:4])[CH3:3].[NH2:7][C:8]1[C:9](O)=[C:10]([CH:15]=[CH:16][CH:17]=1)[C:11]([O:13][CH3:14])=[O:12].C, predict the reaction product. The product is: [C:2]([C:5]1[O:6][C:9]2[C:10]([C:11]([O:13][CH3:14])=[O:12])=[CH:15][CH:16]=[CH:17][C:8]=2[N:7]=1)([CH3:4])([CH3:3])[CH3:1]. (2) Given the reactants [CH:1]([NH:14][S:15]([CH2:18][CH2:19][CH2:20]Cl)(=[O:17])=[O:16])([C:8]1[CH:13]=[CH:12][CH:11]=[CH:10][CH:9]=1)[C:2]1[CH:7]=[CH:6][CH:5]=[CH:4][CH:3]=1.[C:22]([N:29]1[CH2:34][CH2:33][NH:32][CH2:31][CH2:30]1)([O:24][C:25]([CH3:28])([CH3:27])[CH3:26])=[O:23].C(N(CC)CC)C, predict the reaction product. The product is: [C:25]([O:24][C:22]([N:29]1[CH2:34][CH2:33][N:32]([CH2:20][CH2:19][CH2:18][S:15](=[O:17])(=[O:16])[NH:14][CH:1]([C:8]2[CH:13]=[CH:12][CH:11]=[CH:10][CH:9]=2)[C:2]2[CH:7]=[CH:6][CH:5]=[CH:4][CH:3]=2)[CH2:31][CH2:30]1)=[O:23])([CH3:28])([CH3:26])[CH3:27]. (3) Given the reactants [Si:1]([O:18][C@@H:19]1[CH2:24][CH2:23][CH2:22][C@H:21]([C:25]([OH:27])=[O:26])[CH2:20]1)([C:14]([CH3:17])([CH3:16])[CH3:15])([C:8]1[CH:13]=[CH:12][CH:11]=[CH:10][CH:9]=1)[C:2]1[CH:7]=[CH:6][CH:5]=[CH:4][CH:3]=1.[OH-].[Na+].Cl.[CH:31](O)(C)C, predict the reaction product. The product is: [Si:1]([O:18][C@@H:19]1[CH2:24][CH2:23][CH2:22][C@H:21]([C:25]([O:27][CH3:31])=[O:26])[CH2:20]1)([C:14]([CH3:17])([CH3:15])[CH3:16])([C:8]1[CH:13]=[CH:12][CH:11]=[CH:10][CH:9]=1)[C:2]1[CH:3]=[CH:4][CH:5]=[CH:6][CH:7]=1. (4) Given the reactants C(Cl)(=O)C(Cl)=O.CS(C)=O.[CH3:11][C@H:12]([CH2:15][S:16][C:17]1[CH:22]=[CH:21][CH:20]=[CH:19][C:18]=1[O:23][CH3:24])[CH2:13][OH:14].C(N(CC)CC)C, predict the reaction product. The product is: [CH3:11][C@H:12]([CH2:15][S:16][C:17]1[CH:22]=[CH:21][CH:20]=[CH:19][C:18]=1[O:23][CH3:24])[CH:13]=[O:14]. (5) Given the reactants Br[C:2]1[CH:3]=[C:4]2[C:10]([CH3:12])([CH3:11])[C:9](=[O:13])[N:8]([CH2:14][O:15][CH2:16][CH2:17][Si:18]([CH3:21])([CH3:20])[CH3:19])[C:5]2=[N:6][CH:7]=1.[CH3:22][C:23]1([CH3:39])[C:27]([CH3:29])([CH3:28])[O:26][B:25]([B:25]2[O:26][C:27]([CH3:29])([CH3:28])[C:23]([CH3:39])([CH3:22])[O:24]2)[O:24]1.C([O-])(=O)C.[K+], predict the reaction product. The product is: [CH3:11][C:10]1([CH3:12])[C:4]2[C:5](=[N:6][CH:7]=[C:2]([B:25]3[O:26][C:27]([CH3:29])([CH3:28])[C:23]([CH3:39])([CH3:22])[O:24]3)[CH:3]=2)[N:8]([CH2:14][O:15][CH2:16][CH2:17][Si:18]([CH3:21])([CH3:20])[CH3:19])[C:9]1=[O:13]. (6) The product is: [F:27][C:22]1[CH:21]=[C:20]([N:4]2[C:5]3[C:10](=[C:9]([O:11][CH2:12][C:13]4[CH:18]=[CH:17][CH:16]=[CH:15][CH:14]=4)[CH:8]=[CH:7][CH:6]=3)[C:2]([CH3:1])=[CH:3]2)[CH:25]=[CH:24][C:23]=1[OH:26]. Given the reactants [CH3:1][C:2]1[C:10]2[C:5](=[CH:6][CH:7]=[CH:8][C:9]=2[O:11][CH2:12][C:13]2[CH:18]=[CH:17][CH:16]=[CH:15][CH:14]=2)[NH:4][CH:3]=1.Br[C:20]1[CH:25]=[CH:24][C:23]([OH:26])=[C:22]([F:27])[CH:21]=1.C(=O)([O-])[O-].[K+].[K+], predict the reaction product. (7) The product is: [Br:9][C:10]1[CH:15]=[C:14]([S:8][CH2:4][C:5]([O:7][CH3:17])=[O:6])[CH:13]=[N:12][CH:11]=1. Given the reactants [H-].[Na+].C[CH:4]([SH:8])[C:5]([O-:7])=[O:6].[Br:9][C:10]1[CH:11]=[N:12][CH:13]=[C:14](Br)[CH:15]=1.[CH3:17]N(C=O)C, predict the reaction product. (8) Given the reactants Br[CH2:2][C:3]([C:5]1[C:6]([CH3:17])=[N:7][O:8][C:9]=1[C:10]1[CH:15]=[CH:14][C:13]([Br:16])=[CH:12][CH:11]=1)=[O:4].[F:18][C:19]([F:29])([F:28])[C:20]1[CH:21]=[C:22]([CH2:26][SH:27])[CH:23]=[CH:24][CH:25]=1, predict the reaction product. The product is: [Br:16][C:13]1[CH:14]=[CH:15][C:10]([C:9]2[O:8][N:7]=[C:6]([CH3:17])[C:5]=2[C:3](=[O:4])[CH2:2][S:27][CH2:26][C:22]2[CH:23]=[CH:24][CH:25]=[C:20]([C:19]([F:18])([F:28])[F:29])[CH:21]=2)=[CH:11][CH:12]=1.